From a dataset of NCI-60 drug combinations with 297,098 pairs across 59 cell lines. Regression. Given two drug SMILES strings and cell line genomic features, predict the synergy score measuring deviation from expected non-interaction effect. (1) Drug 1: C1CCN(CC1)CCOC2=CC=C(C=C2)C(=O)C3=C(SC4=C3C=CC(=C4)O)C5=CC=C(C=C5)O. Drug 2: C(CCl)NC(=O)N(CCCl)N=O. Cell line: CCRF-CEM. Synergy scores: CSS=-1.11, Synergy_ZIP=-0.534, Synergy_Bliss=-1.17, Synergy_Loewe=-5.83, Synergy_HSA=-5.72. (2) Drug 1: CCCCC(=O)OCC(=O)C1(CC(C2=C(C1)C(=C3C(=C2O)C(=O)C4=C(C3=O)C=CC=C4OC)O)OC5CC(C(C(O5)C)O)NC(=O)C(F)(F)F)O. Drug 2: CC(C)CN1C=NC2=C1C3=CC=CC=C3N=C2N. Cell line: DU-145. Synergy scores: CSS=61.5, Synergy_ZIP=-0.669, Synergy_Bliss=-1.89, Synergy_Loewe=-1.73, Synergy_HSA=-1.93. (3) Drug 1: CC1=C2C(C(=O)C3(C(CC4C(C3C(C(C2(C)C)(CC1OC(=O)C(C(C5=CC=CC=C5)NC(=O)OC(C)(C)C)O)O)OC(=O)C6=CC=CC=C6)(CO4)OC(=O)C)OC)C)OC. Drug 2: C1C(C(OC1N2C=NC(=NC2=O)N)CO)O. Cell line: OVCAR3. Synergy scores: CSS=67.0, Synergy_ZIP=7.03, Synergy_Bliss=5.67, Synergy_Loewe=-1.81, Synergy_HSA=10.5. (4) Drug 1: C1=CC(=CC=C1CCC2=CNC3=C2C(=O)NC(=N3)N)C(=O)NC(CCC(=O)O)C(=O)O. Drug 2: CC(CN1CC(=O)NC(=O)C1)N2CC(=O)NC(=O)C2. Cell line: NCI-H226. Synergy scores: CSS=24.5, Synergy_ZIP=0.590, Synergy_Bliss=4.73, Synergy_Loewe=6.47, Synergy_HSA=7.11. (5) Drug 1: CC1OCC2C(O1)C(C(C(O2)OC3C4COC(=O)C4C(C5=CC6=C(C=C35)OCO6)C7=CC(=C(C(=C7)OC)O)OC)O)O. Drug 2: C1C(C(OC1N2C=NC3=C(N=C(N=C32)Cl)N)CO)O. Cell line: HT29. Synergy scores: CSS=12.4, Synergy_ZIP=-5.61, Synergy_Bliss=1.16, Synergy_Loewe=-0.811, Synergy_HSA=2.40. (6) Drug 1: CC1=C2C(C(=O)C3(C(CC4C(C3C(C(C2(C)C)(CC1OC(=O)C(C(C5=CC=CC=C5)NC(=O)OC(C)(C)C)O)O)OC(=O)C6=CC=CC=C6)(CO4)OC(=O)C)OC)C)OC. Drug 2: C1CC(C1)(C(=O)O)C(=O)O.[NH2-].[NH2-].[Pt+2]. Cell line: NCI-H522. Synergy scores: CSS=58.6, Synergy_ZIP=2.79, Synergy_Bliss=4.49, Synergy_Loewe=6.27, Synergy_HSA=9.29. (7) Drug 1: C1=NC2=C(N=C(N=C2N1C3C(C(C(O3)CO)O)F)Cl)N. Drug 2: C1CN(CCN1C(=O)CCBr)C(=O)CCBr. Cell line: ACHN. Synergy scores: CSS=54.5, Synergy_ZIP=-0.852, Synergy_Bliss=0.552, Synergy_Loewe=0.107, Synergy_HSA=0.278. (8) Drug 1: C1C(C(OC1N2C=C(C(=O)NC2=O)F)CO)O. Drug 2: C1=NC2=C(N1)C(=S)N=CN2. Cell line: 786-0. Synergy scores: CSS=61.4, Synergy_ZIP=-2.01, Synergy_Bliss=0.531, Synergy_Loewe=-4.28, Synergy_HSA=-0.305.